From a dataset of Reaction yield outcomes from USPTO patents with 853,638 reactions. Predict the reaction yield, written as a fraction of the theoretical maximum amount of product (1.0 means a 100% yield; for example, 0.34 means a 34% yield). (1) The reactants are [F:1][C:2]1[CH:10]=[CH:9][C:8]([F:11])=[CH:7][C:3]=1[C:4](Cl)=[O:5].[CH2:12]([NH:19][C:20]([C:22]1[S:26][C:25]([NH2:27])=[N:24][C:23]=1[CH3:28])=[O:21])[C:13]1[CH:18]=[CH:17][CH:16]=[CH:15][CH:14]=1. No catalyst specified. The product is [CH2:12]([NH:19][C:20]([C:22]1[S:26][C:25]([NH:27][C:4](=[O:5])[C:3]2[CH:7]=[C:8]([F:11])[CH:9]=[CH:10][C:2]=2[F:1])=[N:24][C:23]=1[CH3:28])=[O:21])[C:13]1[CH:18]=[CH:17][CH:16]=[CH:15][CH:14]=1. The yield is 0.860. (2) The reactants are [NH2:1][C:2]1[CH:11]=[CH:10][C:5]([C:6]([O:8][CH3:9])=[O:7])=[CH:4][C:3]=1[CH3:12].[N:13]([O-])=O.[Na+].CC(O[K])=O.C1OCCOCCOCCOCCOCCOC1. The catalyst is [H+].[B-](F)(F)(F)F.O.C(Cl)(Cl)Cl. The product is [NH:1]1[C:2]2[C:3](=[CH:4][C:5]([C:6]([O:8][CH3:9])=[O:7])=[CH:10][CH:11]=2)[CH:12]=[N:13]1. The yield is 0.470. (3) The reactants are [F:1][C:2]1([F:43])[CH2:7][C@H:6]([O:8][C:9]2[C:14]([CH3:15])=[CH:13][C:12]([S:16]([N:19](CC3C=CC(OC)=CC=3OC)[C:20]3[S:21][CH:22]=[N:23][N:24]=3)(=[O:18])=[O:17])=[C:11]([F:36])[CH:10]=2)[C@@H:5]([C:37]2[N:41]([CH3:42])[N:40]=[CH:39][CH:38]=2)[CH2:4][CH2:3]1.C([SiH](CC)CC)C.FC(F)(F)C(O)=O. The catalyst is ClCCl. The product is [F:43][C:2]1([F:1])[CH2:7][C@H:6]([O:8][C:9]2[C:14]([CH3:15])=[CH:13][C:12]([S:16]([NH:19][C:20]3[S:21][CH:22]=[N:23][N:24]=3)(=[O:17])=[O:18])=[C:11]([F:36])[CH:10]=2)[C@@H:5]([C:37]2[N:41]([CH3:42])[N:40]=[CH:39][CH:38]=2)[CH2:4][CH2:3]1. The yield is 0.810. (4) The reactants are [CH3:1][NH2:2].[F:3][C:4]1[CH:30]=[CH:29][C:7]2[N:8]([C:16]([C:18]3[CH:19]=[CH:20][C:21]4[O:26][CH2:25][C:24](=[O:27])[NH:23][C:22]=4[CH:28]=3)=[O:17])[CH:9]([CH2:12][C:13](O)=[O:14])[CH2:10][O:11][C:6]=2[CH:5]=1.C(P1(=O)OP(CCC)(=O)OP(CCC)(=O)O1)CC. The catalyst is CCOC(C)=O. The product is [F:3][C:4]1[CH:30]=[CH:29][C:7]2[N:8]([C:16]([C:18]3[CH:19]=[CH:20][C:21]4[O:26][CH2:25][C:24](=[O:27])[NH:23][C:22]=4[CH:28]=3)=[O:17])[CH:9]([CH2:12][C:13]([NH:2][CH3:1])=[O:14])[CH2:10][O:11][C:6]=2[CH:5]=1. The yield is 0.460. (5) The reactants are [Cl:1][C:2]1[CH:3]=[C:4]([C:8]2[C:17]3[C:12](=[CH:13][CH:14]=[C:15]([C:18]([C:20]4[CH:24]=[CH:23][O:22][CH:21]=4)=[O:19])[CH:16]=3)[N:11]=[C:10]([O:25]C)[CH:9]=2)[CH:5]=[CH:6][CH:7]=1.Cl.[NH4+].[OH-]. The catalyst is C1COCC1. The product is [Cl:1][C:2]1[CH:3]=[C:4]([C:8]2[C:17]3[C:12](=[CH:13][CH:14]=[C:15]([C:18]([C:20]4[CH:24]=[CH:23][O:22][CH:21]=4)=[O:19])[CH:16]=3)[NH:11][C:10](=[O:25])[CH:9]=2)[CH:5]=[CH:6][CH:7]=1. The yield is 0.987. (6) The reactants are [Cl:1][C:2]1[C:10]2[N:9]=[C:8]([NH:11][C:12]3[C:13]([O:20][CH3:21])=[N:14][C:15]([O:18][CH3:19])=[CH:16][CH:17]=3)[N:7]([CH2:22][CH2:23][CH2:24][C:25](OCC)=[O:26])[C:6]=2[C:5]([CH:30]([CH2:33][CH3:34])[CH2:31][CH3:32])=[CH:4][CH:3]=1.[BH4-].[Li+].O. The catalyst is O1CCCC1. The product is [Cl:1][C:2]1[C:10]2[N:9]=[C:8]([NH:11][C:12]3[C:13]([O:20][CH3:21])=[N:14][C:15]([O:18][CH3:19])=[CH:16][CH:17]=3)[N:7]([CH2:22][CH2:23][CH2:24][CH2:25][OH:26])[C:6]=2[C:5]([CH:30]([CH2:33][CH3:34])[CH2:31][CH3:32])=[CH:4][CH:3]=1. The yield is 0.640.